This data is from Forward reaction prediction with 1.9M reactions from USPTO patents (1976-2016). The task is: Predict the product of the given reaction. Given the reactants FC(F)(F)C(O)=O.[Cl:8][C:9]1[CH:14]=[C:13]([Cl:15])[CH:12]=[CH:11][C:10]=1[C@H:16]([N:18]1[C:22]2[CH:23]=[C:24]([C:27]3[CH2:28][CH2:29][N:30]([C:33]([C@H:35]4[CH2:40][CH2:39][CH2:38][CH2:37][N:36]4C(OC(C)(C)C)=O)=[O:34])[CH2:31][CH:32]=3)[CH:25]=[CH:26][C:21]=2[N:20]=[CH:19]1)[CH3:17], predict the reaction product. The product is: [Cl:8][C:9]1[CH:14]=[C:13]([Cl:15])[CH:12]=[CH:11][C:10]=1[C@H:16]([N:18]1[C:22]2[CH:23]=[C:24]([C:27]3[CH2:28][CH2:29][N:30]([C:33]([C@H:35]4[CH2:40][CH2:39][CH2:38][CH2:37][NH:36]4)=[O:34])[CH2:31][CH:32]=3)[CH:25]=[CH:26][C:21]=2[N:20]=[CH:19]1)[CH3:17].